Dataset: NCI-60 drug combinations with 297,098 pairs across 59 cell lines. Task: Regression. Given two drug SMILES strings and cell line genomic features, predict the synergy score measuring deviation from expected non-interaction effect. (1) Drug 2: CC(C)CN1C=NC2=C1C3=CC=CC=C3N=C2N. Drug 1: CCC1=C2CN3C(=CC4=C(C3=O)COC(=O)C4(CC)O)C2=NC5=C1C=C(C=C5)O. Cell line: SK-MEL-28. Synergy scores: CSS=27.5, Synergy_ZIP=-8.96, Synergy_Bliss=-4.57, Synergy_Loewe=-34.8, Synergy_HSA=-4.79. (2) Drug 1: C1=NC2=C(N=C(N=C2N1C3C(C(C(O3)CO)O)F)Cl)N. Drug 2: C1CCC(C(C1)N)N.C(=O)(C(=O)[O-])[O-].[Pt+4]. Cell line: CCRF-CEM. Synergy scores: CSS=74.7, Synergy_ZIP=-0.873, Synergy_Bliss=-2.93, Synergy_Loewe=-5.43, Synergy_HSA=-0.977. (3) Drug 1: C1=CN(C(=O)N=C1N)C2C(C(C(O2)CO)O)O.Cl. Drug 2: CCN(CC)CCCC(C)NC1=C2C=C(C=CC2=NC3=C1C=CC(=C3)Cl)OC. Cell line: CCRF-CEM. Synergy scores: CSS=66.2, Synergy_ZIP=-5.09, Synergy_Bliss=-5.30, Synergy_Loewe=-5.84, Synergy_HSA=-2.60. (4) Drug 1: C(=O)(N)NO. Drug 2: CCCCCOC(=O)NC1=NC(=O)N(C=C1F)C2C(C(C(O2)C)O)O. Cell line: SNB-75. Synergy scores: CSS=0.284, Synergy_ZIP=0.629, Synergy_Bliss=-0.987, Synergy_Loewe=-3.51, Synergy_HSA=-3.16. (5) Synergy scores: CSS=-3.11, Synergy_ZIP=-5.19, Synergy_Bliss=-9.13, Synergy_Loewe=-28.1, Synergy_HSA=-12.1. Drug 1: CCN(CC)CCNC(=O)C1=C(NC(=C1C)C=C2C3=C(C=CC(=C3)F)NC2=O)C. Cell line: NCI-H322M. Drug 2: B(C(CC(C)C)NC(=O)C(CC1=CC=CC=C1)NC(=O)C2=NC=CN=C2)(O)O. (6) Drug 1: C1=C(C(=O)NC(=O)N1)N(CCCl)CCCl. Drug 2: C1=NC2=C(N1)C(=S)N=C(N2)N. Cell line: MDA-MB-231. Synergy scores: CSS=40.4, Synergy_ZIP=-6.77, Synergy_Bliss=-2.98, Synergy_Loewe=-2.45, Synergy_HSA=2.73. (7) Drug 1: CS(=O)(=O)C1=CC(=C(C=C1)C(=O)NC2=CC(=C(C=C2)Cl)C3=CC=CC=N3)Cl. Drug 2: C(CCl)NC(=O)N(CCCl)N=O. Cell line: HS 578T. Synergy scores: CSS=3.51, Synergy_ZIP=0.119, Synergy_Bliss=4.85, Synergy_Loewe=-5.16, Synergy_HSA=-1.64.